From a dataset of Forward reaction prediction with 1.9M reactions from USPTO patents (1976-2016). Predict the product of the given reaction. (1) Given the reactants [N:1]1[CH:6]=[CH:5][C:4]([C:7]2[S:11][C:10]([C:12]([OH:14])=O)=[CH:9][CH:8]=2)=[CH:3][CH:2]=1.N=C=N.C1C=CC2N(O)N=NC=2C=1.[CH:28]1[CH:33]=[CH:32][C:31]([CH2:34][CH2:35][NH2:36])=[CH:30][CH:29]=1.CC[NH+](CC)CC.CC[NH+](CC)CC.C([O-])([O-])=O, predict the reaction product. The product is: [C:31]1([CH2:34][CH2:35][NH:36][C:12]([C:10]2[S:11][C:7]([C:4]3[CH:3]=[CH:2][N:1]=[CH:6][CH:5]=3)=[CH:8][CH:9]=2)=[O:14])[CH:32]=[CH:33][CH:28]=[CH:29][CH:30]=1. (2) Given the reactants Cl[C:2]1[N:7]=[N:6][C:5]([O:8][CH3:9])=[C:4]([O:10][CH3:11])[CH:3]=1.[C:12]([C:14]1[CH:19]=[CH:18][C:17](B(O)O)=[CH:16][CH:15]=1)#[N:13].C([O-])([O-])=O.[Na+].[Na+], predict the reaction product. The product is: [CH3:11][O:10][C:4]1[CH:3]=[C:2]([C:17]2[CH:18]=[CH:19][C:14]([C:12]#[N:13])=[CH:15][CH:16]=2)[N:7]=[N:6][C:5]=1[O:8][CH3:9]. (3) Given the reactants C([O:3][CH:4](OCC)[C:5]1[S:6][CH:7]=[C:8]([C:10]([O:12][CH2:13][CH3:14])=[O:11])[N:9]=1)C.Cl, predict the reaction product. The product is: [CH:4]([C:5]1[S:6][CH:7]=[C:8]([C:10]([O:12][CH2:13][CH3:14])=[O:11])[N:9]=1)=[O:3].